Dataset: Peptide-MHC class II binding affinity with 134,281 pairs from IEDB. Task: Regression. Given a peptide amino acid sequence and an MHC pseudo amino acid sequence, predict their binding affinity value. This is MHC class II binding data. The peptide sequence is VKQNTLKLATGMRNV. The MHC is DRB1_0901 with pseudo-sequence DRB1_0901. The binding affinity (normalized) is 0.587.